Dataset: Forward reaction prediction with 1.9M reactions from USPTO patents (1976-2016). Task: Predict the product of the given reaction. (1) Given the reactants C(OC(=O)[NH:7][C:8]1[CH:13]=[C:12]([CH3:14])[C:11]([Cl:15])=[CH:10][C:9]=1[NH:16][C:17](=[O:33])[CH2:18][C:19](=O)[C:20]1[CH:25]=[CH:24][CH:23]=[C:22]([C:26]2[CH:31]=[N:30][CH:29]=[CH:28][N:27]=2)[CH:21]=1)(C)(C)C.C(O)(C(F)(F)F)=O, predict the reaction product. The product is: [Cl:15][C:11]1[C:12]([CH3:14])=[CH:13][C:8]2[N:7]=[C:19]([C:20]3[CH:25]=[CH:24][CH:23]=[C:22]([C:26]4[CH:31]=[N:30][CH:29]=[CH:28][N:27]=4)[CH:21]=3)[CH2:18][C:17](=[O:33])[NH:16][C:9]=2[CH:10]=1. (2) Given the reactants Cl[CH2:2][C:3]1[O:7][C:6]([S:8][C:9]2[CH:14]=[CH:13][CH:12]=[CH:11][CH:10]=2)=[N:5][C:4]=1[CH3:15].[NH3:16], predict the reaction product. The product is: [NH2:16][CH2:2][C:3]1[O:7][C:6]([S:8][C:9]2[CH:14]=[CH:13][CH:12]=[CH:11][CH:10]=2)=[N:5][C:4]=1[CH3:15]. (3) Given the reactants [CH3:1][O:2][C:3]1[CH:12]=[CH:11][C:6]2[NH:7][C:8]([CH3:10])=[N:9][C:5]=2[CH:4]=1.S(Cl)([Cl:16])(=O)=O.O, predict the reaction product. The product is: [Cl:16][C:4]1[C:5]2[N:9]=[C:8]([CH3:10])[NH:7][C:6]=2[CH:11]=[CH:12][C:3]=1[O:2][CH3:1]. (4) Given the reactants [S:1]1[CH:5]=[CH:4][C:3]([CH2:6][C:7]([NH:9][NH2:10])=[O:8])=[CH:2]1.[F:11][C:12]([F:23])([F:22])[C:13]1[CH:18]=[CH:17][N:16]=[CH:15][C:14]=1[C:19](O)=O.N, predict the reaction product. The product is: [S:1]1[CH:5]=[CH:4][C:3]([CH2:6][C:7]2[O:8][C:19]([C:14]3[CH:15]=[N:16][CH:17]=[CH:18][C:13]=3[C:12]([F:23])([F:11])[F:22])=[N:10][N:9]=2)=[CH:2]1. (5) Given the reactants [CH2:1]([O:3][C:4](=[O:16])[C:5]([C:7]1[C:15]2[C:10](=[CH:11][CH:12]=[CH:13][CH:14]=2)[NH:9][CH:8]=1)=[O:6])[CH3:2].[C:17]([O-:20])([O-])=[O:18].[Cs+].[Cs+], predict the reaction product. The product is: [CH2:1]([O:3][C:4](=[O:16])[C:5]([C:7]1[C:15]2[C:10](=[CH:11][CH:12]=[CH:13][CH:14]=2)[N:9]([CH2:11][CH2:10][NH:9][C:17]([O:20][C:7]([CH3:15])([CH3:8])[CH3:5])=[O:18])[CH:8]=1)=[O:6])[CH3:2]. (6) The product is: [OH:1][C:2]1[C:3]([C:12](/[C:13](=[CH:22]\[C:23]2[CH:28]=[CH:27][CH:26]=[CH:25][CH:24]=2)/[C:14]([O:16][C:17]([CH3:18])([CH3:20])[CH3:19])=[O:15])=[O:21])=[CH:4][C:5]2[C:10]([CH:11]=1)=[CH:9][CH:8]=[CH:7][CH:6]=2. Given the reactants [OH:1][C:2]1[C:3]([C:12](=[O:21])[CH2:13][C:14]([O:16][C:17]([CH3:20])([CH3:19])[CH3:18])=[O:15])=[CH:4][C:5]2[C:10]([CH:11]=1)=[CH:9][CH:8]=[CH:7][CH:6]=2.[CH:22](=O)[C:23]1[CH:28]=[CH:27][CH:26]=[CH:25][CH:24]=1.N1CCCCC1.C(O)(=O)C, predict the reaction product. (7) The product is: [NH2:1][C:4]1[CH:9]=[CH:8][N:7]=[CH:6][C:5]=1[S:11][C:12]1[CH:17]=[CH:16][CH:15]=[CH:14][CH:13]=1. Given the reactants [N+:1]([C:4]1[CH:9]=[CH:8][N+:7]([O-])=[CH:6][C:5]=1[S:11][C:12]1[CH:17]=[CH:16][CH:15]=[CH:14][CH:13]=1)([O-])=O.O.[OH-].[Na+], predict the reaction product.